Dataset: Full USPTO retrosynthesis dataset with 1.9M reactions from patents (1976-2016). Task: Predict the reactants needed to synthesize the given product. (1) Given the product [NH2:1][C:2]1[CH:7]=[CH:6][C:5]([NH2:8])=[CH:4][C:3]=1[NH:11][C:12](=[O:17])[C:13]([CH3:15])([CH3:14])[CH3:16], predict the reactants needed to synthesize it. The reactants are: [NH2:1][C:2]1[CH:7]=[CH:6][C:5]([N+:8]([O-])=O)=[CH:4][C:3]=1[NH:11][C:12](=[O:17])[C:13]([CH3:16])([CH3:15])[CH3:14]. (2) Given the product [CH:6]1[C:19]2[CH2:18][C:17]3[C:12](=[CH:13][CH:14]=[C:15]([C:3](=[O:4])[CH2:2][Br:1])[CH:16]=3)[O:11][C:10]=2[CH:9]=[CH:8][C:7]=1[C:3](=[O:4])[CH2:2][Br:1], predict the reactants needed to synthesize it. The reactants are: [Br:1][CH2:2][C:3](Cl)=[O:4].[CH:6]1[C:19]2[CH2:18][C:17]3[C:12](=[CH:13][CH:14]=[CH:15][CH:16]=3)[O:11][C:10]=2[CH:9]=[CH:8][CH:7]=1.[Al+3].[Cl-].[Cl-].[Cl-]. (3) Given the product [ClH:1].[O:32]1[C:41]2[CH:40]=[C:39]([CH2:42][NH:3][CH:4]3[CH2:9][CH2:8][N:7]([CH2:10][CH2:11][N:12]4[C:17]5[CH:18]=[C:19]([O:22][CH3:23])[CH:20]=[CH:21][C:16]=5[N:15]=[N:14][C:13]4=[O:24])[CH2:6][CH2:5]3)[N:38]=[CH:37][C:36]=2[O:35][CH2:34][CH2:33]1, predict the reactants needed to synthesize it. The reactants are: [ClH:1].Cl.[NH2:3][CH:4]1[CH2:9][CH2:8][N:7]([CH2:10][CH2:11][N:12]2[C:17]3[CH:18]=[C:19]([O:22][CH3:23])[CH:20]=[CH:21][C:16]=3[N:15]=[N:14][C:13]2=[O:24])[CH2:6][CH2:5]1.C(N(CC)CC)C.[O:32]1[C:41]2[CH:40]=[C:39]([CH:42]=O)[N:38]=[CH:37][C:36]=2[O:35][CH2:34][CH2:33]1.[BH-](OC(C)=O)(OC(C)=O)OC(C)=O.[Na+].C([O-])(O)=O.[Na+]. (4) Given the product [CH2:1]([O:3][C:4]1[CH:5]=[C:6]2[C:11](=[C:12]3[CH2:16][C:15]([CH3:18])([CH3:17])[O:14][C:13]=13)[C:10]([C:19]1[CH:20]=[C:21]([CH:26]=[CH:27][CH:28]=1)[C:22]([NH:24][CH3:25])=[O:23])=[N:9][C:8]([CH3:30])([CH3:29])[C:7]2=[O:31])[CH3:2], predict the reactants needed to synthesize it. The reactants are: [CH2:1]([O:3][C:4]1[CH:5]=[C:6]2[C:11](=[C:12]3[CH2:16][C:15]([CH3:18])([CH3:17])[O:14][C:13]=13)[C:10]([C:19]1[CH:20]=[C:21]([CH:26]=[CH:27][CH:28]=1)[C:22]([NH:24][CH3:25])=[O:23])=[N:9][C:8]([CH3:30])([CH3:29])[CH:7]2[OH:31])[CH3:2]. (5) Given the product [C:33]1([S:30]([NH:29][CH2:28][C:26]2[N:27]=[C:23]([N:21]3[CH2:22][CH:19]([OH:18])[CH2:20]3)[S:24][CH:25]=2)(=[O:32])=[O:31])[CH:34]=[CH:35][CH:36]=[CH:37][CH:38]=1, predict the reactants needed to synthesize it. The reactants are: [Si]([O:18][CH:19]1[CH2:22][N:21]([C:23]2[S:24][CH:25]=[C:26]([CH2:28][NH:29][S:30]([C:33]3[CH:38]=[CH:37][CH:36]=[CH:35][CH:34]=3)(=[O:32])=[O:31])[N:27]=2)[CH2:20]1)(C(C)(C)C)(C1C=CC=CC=1)C1C=CC=CC=1.[F-].C([N+](CCCC)(CCCC)CCCC)CCC. (6) Given the product [Cl:1][C:2]1[CH:3]=[C:4]([CH:7]=[C:8]([O:10][C:11]2[C:16](=[O:17])[N:15]([CH2:18][C:19]3[CH:24]=[C:23]([CH:25]([OH:27])[CH3:26])[C:22](=[O:28])[NH:21][N:20]=3)[CH:14]=[N:13][C:12]=2[C:30]([F:32])([F:33])[F:31])[CH:9]=1)[C:5]#[N:6], predict the reactants needed to synthesize it. The reactants are: [Cl:1][C:2]1[CH:3]=[C:4]([CH:7]=[C:8]([O:10][C:11]2[C:16](=[O:17])[N:15]([CH2:18][C:19]3[N:20]=[N:21][C:22]([O:28]C)=[C:23]([CH:25]([OH:27])[CH3:26])[CH:24]=3)[CH:14]=[N:13][C:12]=2[C:30]([F:33])([F:32])[F:31])[CH:9]=1)[C:5]#[N:6].C[Si](Cl)(C)C. (7) Given the product [C:1]([O:5][C:6]([N:8]1[CH2:15][CH2:14][CH:13]2[CH:10]([N:11]([S:24]([C:18]3[CH:19]=[CH:20][C:21]([CH3:23])=[CH:22][C:17]=3[CH3:16])(=[O:26])=[O:25])[CH2:12]2)[CH2:9]1)=[O:7])([CH3:4])([CH3:2])[CH3:3], predict the reactants needed to synthesize it. The reactants are: [C:1]([O:5][C:6]([N:8]1[CH2:15][CH2:14][CH:13]2[CH:10]([NH:11][CH2:12]2)[CH2:9]1)=[O:7])([CH3:4])([CH3:3])[CH3:2].[CH3:16][C:17]1[CH:22]=[C:21]([CH3:23])[CH:20]=[CH:19][C:18]=1[S:24](Cl)(=[O:26])=[O:25].C(N(C(C)C)CC)(C)C.